From a dataset of Catalyst prediction with 721,799 reactions and 888 catalyst types from USPTO. Predict which catalyst facilitates the given reaction. (1) Reactant: [C:1]([O:5][C:6]([NH:8][C:9]([CH2:19][OH:20])([CH2:15][CH2:16][CH:17]=[CH2:18])[C:10]([O:12][CH2:13][CH3:14])=[O:11])=[O:7])([CH3:4])([CH3:3])[CH3:2].CN(C1C=CC=CN=1)C.[C:30](OC(=O)C)(=[O:32])[CH3:31]. Product: [C:30]([O:20][CH2:19][C:9]([NH:8][C:6]([O:5][C:1]([CH3:3])([CH3:2])[CH3:4])=[O:7])([CH2:15][CH2:16][CH:17]=[CH2:18])[C:10]([O:12][CH2:13][CH3:14])=[O:11])(=[O:32])[CH3:31]. The catalyst class is: 4. (2) Reactant: C[O:2][C:3](=[O:40])[C@@H:4]([NH:14][C:15]([C:17]1[C:18]([CH3:39])=[N:19][C:20]([NH:24][CH2:25][C:26]2[CH:31]=[CH:30][CH:29]=[CH:28][C:27]=2[C:32]2[CH:37]=[CH:36][CH:35]=[C:34]([OH:38])[CH:33]=2)=[N:21][C:22]=1[CH3:23])=[O:16])[CH2:5][NH:6][C:7]([C:9]1[S:10][CH:11]=[CH:12][CH:13]=1)=[O:8].O[Li].O. Product: [OH:38][C:34]1[CH:33]=[C:32]([C:27]2[CH:28]=[CH:29][CH:30]=[CH:31][C:26]=2[CH2:25][NH:24][C:20]2[N:19]=[C:18]([CH3:39])[C:17]([C:15]([NH:14][C@@H:4]([CH2:5][NH:6][C:7]([C:9]3[S:10][CH:11]=[CH:12][CH:13]=3)=[O:8])[C:3]([OH:40])=[O:2])=[O:16])=[C:22]([CH3:23])[N:21]=2)[CH:37]=[CH:36][CH:35]=1. The catalyst class is: 127. (3) Reactant: C(=O)([O-])O.[Na+].[F:6][C:7]1[CH:8]=[C:9]([N:19]2[C:24](=[O:25])[C:23]3[CH:26]=[CH:27][NH:28][C:22]=3[NH:21][C:20]2=[S:29])[CH:10]=[CH:11][C:12]=1[O:13][CH2:14][C:15]([F:18])([F:17])[F:16].I[CH2:31][CH3:32].CN(C)C=O. Product: [CH2:31]([S:29][C:20]1[N:19]([C:9]2[CH:10]=[CH:11][C:12]([O:13][CH2:14][C:15]([F:16])([F:17])[F:18])=[C:7]([F:6])[CH:8]=2)[C:24](=[O:25])[C:23]2[CH:26]=[CH:27][NH:28][C:22]=2[N:21]=1)[CH3:32]. The catalyst class is: 13. (4) Reactant: [C:1]1([C:7]([S:9]CC(O)=O)=S)[CH:6]=[CH:5][CH:4]=[CH:3][CH:2]=1.O.[NH2:15][NH2:16]. Product: [C:7](=[S:9])([NH:15][NH2:16])[C:1]1[CH:6]=[CH:5][CH:4]=[CH:3][CH:2]=1. The catalyst class is: 611. (5) Reactant: [CH2:1]([O:3][C:4](=[O:30])[C:5]([C:8]1[N:9]=[C:10]([N:13](C(OC(C)(C)C)=O)CC2C=CC(OC)=CC=2)[S:11][CH:12]=1)([CH3:7])[CH3:6])[CH3:2]. Product: [CH2:1]([O:3][C:4](=[O:30])[C:5]([C:8]1[N:9]=[C:10]([NH2:13])[S:11][CH:12]=1)([CH3:7])[CH3:6])[CH3:2]. The catalyst class is: 55. (6) Reactant: [Br:1][C:2]1[CH:3]=[C:4]([NH2:8])[CH:5]=[N:6][CH:7]=1.[C:9](Cl)(=[O:14])[C:10]([CH3:13])([CH3:12])[CH3:11]. Product: [Br:1][C:2]1[CH:3]=[C:4]([NH:8][C:9](=[O:14])[C:10]([CH3:13])([CH3:12])[CH3:11])[CH:5]=[N:6][CH:7]=1. The catalyst class is: 17. (7) Reactant: [CH2:1]([O:3][C:4]1[CH:9]=[CH:8][C:7]([S:10]([N:13]2[CH2:18][CH2:17][N:16]([CH3:19])[CH2:15][CH2:14]2)(=[O:12])=[O:11])=[CH:6][C:5]=1[C:20]1[NH:25][C:24](=[O:26])[C:23]2=[C:27]([CH3:33])[N:28]=[C:29]([CH2:30][CH2:31][CH3:32])[N:22]2[N:21]=1)[CH3:2].[ClH:34]. Product: [ClH:34].[CH2:1]([O:3][C:4]1[CH:9]=[CH:8][C:7]([S:10]([N:13]2[CH2:14][CH2:15][N:16]([CH3:19])[CH2:17][CH2:18]2)(=[O:12])=[O:11])=[CH:6][C:5]=1[C:20]1[NH:25][C:24](=[O:26])[C:23]2=[C:27]([CH3:33])[N:28]=[C:29]([CH2:30][CH2:31][CH3:32])[N:22]2[N:21]=1)[CH3:2]. The catalyst class is: 28. (8) The catalyst class is: 11. Reactant: [CH3:1][O:2][C@@H:3]1[C@H:10]([OH:11])[CH2:9][CH2:8][C@@:5]2([O:7][CH2:6]2)[C@H:4]1[C@:12]1([CH3:20])[C@@H:14]([CH2:15][CH:16]=[C:17]([CH3:19])[CH3:18])[O:13]1.[C:21]1([CH3:38])[CH:26]=[CH:25][C:24]([P:27](=[O:37])([C:30]2[CH:35]=[CH:34][C:33]([CH3:36])=[CH:32][CH:31]=2)[CH:28]=[CH2:29])=[CH:23][CH:22]=1.[OH-].[K+]. Product: [CH3:1][O:2][C@@H:3]1[C@H:10]([O:11][CH2:29][CH2:28][P:27](=[O:37])([C:24]2[CH:25]=[CH:26][C:21]([CH3:38])=[CH:22][CH:23]=2)[C:30]2[CH:31]=[CH:32][C:33]([CH3:36])=[CH:34][CH:35]=2)[CH2:9][CH2:8][C@@:5]2([O:7][CH2:6]2)[C@H:4]1[C@:12]1([CH3:20])[C@@H:14]([CH2:15][CH:16]=[C:17]([CH3:19])[CH3:18])[O:13]1. (9) Product: [Cl:12][C:13]1[C:18]([N:19]2[CH:30]=[CH:29][C:22]3[N:23]=[C:24]([NH:41][C:42]4[CH:47]=[CH:46][C:45]([N:48]5[CH2:53][CH2:52][N:51]([C:54]([O:56][C:57]([CH3:60])([CH3:59])[CH3:58])=[O:55])[CH2:50][CH2:49]5)=[CH:44][CH:43]=4)[N:25]=[CH:26][C:21]=3[C:20]2=[O:31])=[CH:17][CH:16]=[CH:15][N:14]=1. The catalyst class is: 390. Reactant: C1C=C(Cl)C=C(C(OO)=O)C=1.[Cl:12][C:13]1[C:18]([N:19]2[CH:30]=[CH:29][C:22]3[N:23]=[C:24](SC)[N:25]=[CH:26][C:21]=3[C:20]2=[O:31])=[CH:17][CH:16]=[CH:15][N:14]=1.CCN(C(C)C)C(C)C.[NH2:41][C:42]1[CH:47]=[CH:46][C:45]([N:48]2[CH2:53][CH2:52][N:51]([C:54]([O:56][C:57]([CH3:60])([CH3:59])[CH3:58])=[O:55])[CH2:50][CH2:49]2)=[CH:44][CH:43]=1.